This data is from TCR-epitope binding with 47,182 pairs between 192 epitopes and 23,139 TCRs. The task is: Binary Classification. Given a T-cell receptor sequence (or CDR3 region) and an epitope sequence, predict whether binding occurs between them. (1) The epitope is TLIGDCATV. The TCR CDR3 sequence is CATSDLHGRGTGELFF. Result: 1 (the TCR binds to the epitope). (2) The epitope is FPPTSFGPL. The TCR CDR3 sequence is CASSYGLLGNTEAFF. Result: 1 (the TCR binds to the epitope). (3) The epitope is TPINLVRDL. The TCR CDR3 sequence is CSVEDTSSYNEQFF. Result: 1 (the TCR binds to the epitope). (4) The epitope is LPRRSGAAGA. The TCR CDR3 sequence is CASSPRTSGLTDTQYF. Result: 1 (the TCR binds to the epitope). (5) The epitope is FPPTSFGPL. The TCR CDR3 sequence is CASRLGQEGNTEAFF. Result: 1 (the TCR binds to the epitope). (6) The TCR CDR3 sequence is CASSWTGPNTGELFF. Result: 1 (the TCR binds to the epitope). The epitope is RIFTIGTVTLK. (7) The epitope is ALLADKFPV. The TCR CDR3 sequence is CASSQDARQETQYF. Result: 0 (the TCR does not bind to the epitope).